Task: Predict which catalyst facilitates the given reaction.. Dataset: Catalyst prediction with 721,799 reactions and 888 catalyst types from USPTO Reactant: ClCCl.[CH3:4][O:5][N:6]([CH3:14])[C:7]([C:9]1[CH:10]=[N:11][NH:12][CH:13]=1)=[O:8].[CH3:15][Si:16]([CH3:23])([CH3:22])[CH2:17][CH2:18][O:19][CH2:20]Cl.C(N(CC)C(C)C)(C)C. Product: [CH3:4][O:5][N:6]([CH3:14])[C:7]([C:9]1[CH:13]=[N:12][N:11]([CH2:20][O:19][CH2:18][CH2:17][Si:16]([CH3:23])([CH3:22])[CH3:15])[CH:10]=1)=[O:8]. The catalyst class is: 13.